From a dataset of Forward reaction prediction with 1.9M reactions from USPTO patents (1976-2016). Predict the product of the given reaction. (1) Given the reactants [CH2:1]([C@H:3]([N:7]1[CH2:11][CH2:10][CH2:9][C:8]1=[O:12])[C:4]([OH:6])=[O:5])[CH3:2].[CH3:13]O, predict the reaction product. The product is: [CH3:13][O:5][C:4](=[O:6])[C@H:3]([CH2:1][CH3:2])[N:7]1[CH2:11][CH2:10][CH2:9][C:8]1=[O:12]. (2) Given the reactants [H-].[Na+].[N:3]1[CH:8]=[CH:7][CH:6]=[C:5]([CH2:9][OH:10])[CH:4]=1.Br[CH:12](C)[C:13](OC(C)(C)C)=O.[OH2:21].[CH2:22]1[CH2:26][O:25][CH2:24][CH2:23]1, predict the reaction product. The product is: [N:3]1[CH:8]=[CH:7][CH:6]=[C:5]([CH2:9][O:10][CH2:22][C:26]([O:25][CH2:24][CH2:23][CH2:12][CH3:13])=[O:21])[CH:4]=1. (3) Given the reactants [CH2:1]1[O:11][C:4]2([CH2:9][CH2:8][C:7](=[O:10])[CH2:6][CH2:5]2)[O:3][CH2:2]1.[N+:12]([CH3:15])([O-:14])=[O:13].[O-]CC.[Na+], predict the reaction product. The product is: [N+:12]([CH2:15][C:7]1([OH:10])[CH2:6][CH2:5][C:4]2([O:3][CH2:2][CH2:1][O:11]2)[CH2:9][CH2:8]1)([O-:14])=[O:13]. (4) The product is: [CH3:60][O:61][C:62](=[O:63])[NH:64][CH:65]([C:69]1[CH:70]=[N:71][CH:72]=[CH:73][CH:74]=1)[C:66]([N:8]1[CH2:12][C:11](=[CH2:13])[CH2:10][CH:9]1[C:14]1[NH:15][C:16]([C:19]2[CH:24]=[CH:23][C:22]([C:25]3[CH:34]=[CH:33][C:32]4[C:27](=[CH:28][CH:29]=[C:30]([C:35]5[NH:36][C:37]([CH:40]6[CH2:44][CH2:43][CH2:42][N:41]6[C:45](=[O:58])[CH:46]([NH:53][C:54]([O:56][CH3:57])=[O:55])[CH:47]6[CH2:52][CH2:51][O:50][CH2:49][CH2:48]6)=[N:38][CH:39]=5)[CH:31]=4)[CH:26]=3)=[CH:21][CH:20]=2)=[CH:17][N:18]=1)=[O:68]. Given the reactants C(OC([N:8]1[CH2:12][C:11](=[CH2:13])[CH2:10][CH:9]1[C:14]1[NH:15][C:16]([C:19]2[CH:24]=[CH:23][C:22]([C:25]3[CH:34]=[CH:33][C:32]4[C:27](=[CH:28][CH:29]=[C:30]([C:35]5[NH:36][C:37]([CH:40]6[CH2:44][CH2:43][CH2:42][N:41]6[C:45](=[O:58])[CH:46]([NH:53][C:54]([O:56][CH3:57])=[O:55])[CH:47]6[CH2:52][CH2:51][O:50][CH2:49][CH2:48]6)=[N:38][CH:39]=5)[CH:31]=4)[CH:26]=3)=[CH:21][CH:20]=2)=[CH:17][N:18]=1)=O)(C)(C)C.Cl.[CH3:60][O:61][C:62]([NH:64][CH:65]([C:69]1[CH:70]=[N:71][CH:72]=[CH:73][CH:74]=1)[C:66]([OH:68])=O)=[O:63].[Na+].[Cl-].CN(C(ON1N=NC2C=CC=NC1=2)=[N+](C)C)C.F[P-](F)(F)(F)(F)F.CCN(C(C)C)C(C)C, predict the reaction product. (5) The product is: [CH2:7]([O:9][C:10]([C:12]1[N:13]([CH:27]([C:28]#[N:29])[CH3:30])[C:14]2[C:19]([CH:20]=1)=[CH:18][CH:17]=[C:16]([C:21]([O:23][CH2:24][CH3:25])=[O:22])[CH:15]=2)=[O:11])[CH3:8]. Given the reactants C([O-])([O-])=O.[K+].[K+].[CH2:7]([O:9][C:10]([C:12]1[NH:13][C:14]2[C:19]([CH:20]=1)=[CH:18][CH:17]=[C:16]([C:21]([O:23][CH2:24][CH3:25])=[O:22])[CH:15]=2)=[O:11])[CH3:8].Br[CH:27]([CH3:30])[C:28]#[N:29], predict the reaction product. (6) Given the reactants [CH2:1]([O:3][CH2:4][C:5]1[N:6]([CH2:18][CH2:19][CH2:20][C:21]([NH2:23])=[O:22])[C:7]2[C:16]3[CH:15]=[CH:14][CH:13]=[CH:12][C:11]=3[N:10]=[CH:9][C:8]=2[N:17]=1)[CH3:2].C1C=C(Cl)C=C(C(OO)=O)C=1.[OH-].[NH4+:36].C1(C)C=CC(S(Cl)(=O)=O)=CC=1, predict the reaction product. The product is: [NH2:36][C:9]1[C:8]2[N:17]=[C:5]([CH2:4][O:3][CH2:1][CH3:2])[N:6]([CH2:18][CH2:19][CH2:20][C:21]([NH2:23])=[O:22])[C:7]=2[C:16]2[CH:15]=[CH:14][CH:13]=[CH:12][C:11]=2[N:10]=1.